From a dataset of Cav3 T-type calcium channel HTS with 100,875 compounds. Binary Classification. Given a drug SMILES string, predict its activity (active/inactive) in a high-throughput screening assay against a specified biological target. The drug is O=C(NC(CC)C)Cn1nc2CCC(Cc2c1)C. The result is 0 (inactive).